From a dataset of NCI-60 drug combinations with 297,098 pairs across 59 cell lines. Regression. Given two drug SMILES strings and cell line genomic features, predict the synergy score measuring deviation from expected non-interaction effect. (1) Synergy scores: CSS=20.3, Synergy_ZIP=-4.45, Synergy_Bliss=0.174, Synergy_Loewe=0.268, Synergy_HSA=1.91. Cell line: A498. Drug 1: C1=C(C(=O)NC(=O)N1)N(CCCl)CCCl. Drug 2: CCCCCOC(=O)NC1=NC(=O)N(C=C1F)C2C(C(C(O2)C)O)O. (2) Drug 1: CNC(=O)C1=CC=CC=C1SC2=CC3=C(C=C2)C(=NN3)C=CC4=CC=CC=N4. Drug 2: CC12CCC3C(C1CCC2=O)CC(=C)C4=CC(=O)C=CC34C. Cell line: SK-MEL-28. Synergy scores: CSS=10.1, Synergy_ZIP=3.81, Synergy_Bliss=4.43, Synergy_Loewe=-0.793, Synergy_HSA=1.76. (3) Synergy scores: CSS=39.6, Synergy_ZIP=5.30, Synergy_Bliss=0.917, Synergy_Loewe=-24.2, Synergy_HSA=1.44. Drug 2: C1CN1C2=NC(=NC(=N2)N3CC3)N4CC4. Cell line: RPMI-8226. Drug 1: CN1C(=O)N2C=NC(=C2N=N1)C(=O)N. (4) Drug 1: C1=CC(=CC=C1C#N)C(C2=CC=C(C=C2)C#N)N3C=NC=N3. Drug 2: CC1=C(C=C(C=C1)NC(=O)C2=CC=C(C=C2)CN3CCN(CC3)C)NC4=NC=CC(=N4)C5=CN=CC=C5. Cell line: HL-60(TB). Synergy scores: CSS=21.6, Synergy_ZIP=4.79, Synergy_Bliss=-10.5, Synergy_Loewe=7.46, Synergy_HSA=-12.5. (5) Drug 1: CC1=C(C=C(C=C1)NC(=O)C2=CC=C(C=C2)CN3CCN(CC3)C)NC4=NC=CC(=N4)C5=CN=CC=C5. Drug 2: CC1CCC2CC(C(=CC=CC=CC(CC(C(=O)C(C(C(=CC(C(=O)CC(OC(=O)C3CCCCN3C(=O)C(=O)C1(O2)O)C(C)CC4CCC(C(C4)OC)OCCO)C)C)O)OC)C)C)C)OC. Cell line: NCI-H226. Synergy scores: CSS=-3.54, Synergy_ZIP=0.547, Synergy_Bliss=-2.81, Synergy_Loewe=-6.09, Synergy_HSA=-4.85. (6) Drug 1: C1=CC(=CC=C1CCCC(=O)O)N(CCCl)CCCl. Drug 2: C1=CC=C(C(=C1)C(C2=CC=C(C=C2)Cl)C(Cl)Cl)Cl. Cell line: MOLT-4. Synergy scores: CSS=68.8, Synergy_ZIP=9.85, Synergy_Bliss=10.1, Synergy_Loewe=-4.09, Synergy_HSA=10.3. (7) Drug 1: C1=NNC2=C1C(=O)NC=N2. Drug 2: B(C(CC(C)C)NC(=O)C(CC1=CC=CC=C1)NC(=O)C2=NC=CN=C2)(O)O. Cell line: EKVX. Synergy scores: CSS=32.4, Synergy_ZIP=3.52, Synergy_Bliss=1.83, Synergy_Loewe=-23.7, Synergy_HSA=-4.28. (8) Drug 1: CC(C1=C(C=CC(=C1Cl)F)Cl)OC2=C(N=CC(=C2)C3=CN(N=C3)C4CCNCC4)N. Drug 2: CC1C(C(CC(O1)OC2CC(OC(C2O)C)OC3=CC4=CC5=C(C(=O)C(C(C5)C(C(=O)C(C(C)O)O)OC)OC6CC(C(C(O6)C)O)OC7CC(C(C(O7)C)O)OC8CC(C(C(O8)C)O)(C)O)C(=C4C(=C3C)O)O)O)O. Cell line: SK-OV-3. Synergy scores: CSS=5.27, Synergy_ZIP=3.02, Synergy_Bliss=7.20, Synergy_Loewe=6.42, Synergy_HSA=6.79.